From a dataset of Forward reaction prediction with 1.9M reactions from USPTO patents (1976-2016). Predict the product of the given reaction. (1) Given the reactants Br[C:2]1[CH:7]=[CH:6][C:5]([C:8]2([OH:14])[CH2:13][CH2:12][O:11][CH2:10][CH2:9]2)=[CH:4][CH:3]=1.CC([O-])=O.[K+].[CH3:20][C:21]1([CH3:37])[C:25]([CH3:27])([CH3:26])[O:24][B:23]([B:23]2[O:24][C:25]([CH3:27])([CH3:26])[C:21]([CH3:37])([CH3:20])[O:22]2)[O:22]1.O, predict the reaction product. The product is: [CH3:20][C:21]1([CH3:37])[C:25]([CH3:27])([CH3:26])[O:24][B:23]([C:2]2[CH:7]=[CH:6][C:5]([C:8]3([OH:14])[CH2:13][CH2:12][O:11][CH2:10][CH2:9]3)=[CH:4][CH:3]=2)[O:22]1. (2) The product is: [ClH:39].[F:28][C:29]1[CH:30]=[C:31]([S:36]([N:13]2[C:14]([C:16]3[CH:17]=[CH:18][CH:19]=[CH:20][CH:21]=3)=[CH:15][C:11]([CH2:10][NH:2][CH3:3])=[CH:12]2)(=[O:37])=[O:38])[CH:32]=[CH:33][C:34]=1[F:35]. Given the reactants C[N:2]([CH2:10][C:11]1[CH:15]=[C:14]([C:16]2[CH:21]=[CH:20][CH:19]=[CH:18][CH:17]=2)[NH:13][CH:12]=1)[C:3](=O)OC(C)(C)C.C(O[K])(C)(C)C.[F:28][C:29]1[CH:30]=[C:31]([S:36]([Cl:39])(=[O:38])=[O:37])[CH:32]=[CH:33][C:34]=1[F:35], predict the reaction product.